Dataset: Full USPTO retrosynthesis dataset with 1.9M reactions from patents (1976-2016). Task: Predict the reactants needed to synthesize the given product. (1) Given the product [Cl:1][C:2]1[CH:3]=[C:4]([NH:22][CH:23]([CH3:27])[CH2:24][OH:25])[C:5]([CH3:21])=[C:6]([CH:20]=1)[C:7]([NH:9][CH2:10][C:11]1[C:12](=[O:19])[NH:13][C:14]([CH3:18])=[CH:15][C:16]=1[CH3:17])=[O:8], predict the reactants needed to synthesize it. The reactants are: [Cl:1][C:2]1[CH:3]=[C:4]([NH:22][CH:23]([CH3:27])[CH2:24][O:25]C)[C:5]([CH3:21])=[C:6]([CH:20]=1)[C:7]([NH:9][CH2:10][C:11]1[C:12](=[O:19])[NH:13][C:14]([CH3:18])=[CH:15][C:16]=1[CH3:17])=[O:8].[Si](I)(C)(C)C.CO.[O-]S(S([O-])=O)=O.[Na+].[Na+]. (2) Given the product [OH:12][C:13]1([C:2]2[CH:7]=[CH:6][C:5]([O:8][CH3:9])=[CH:4][CH:3]=2)[CH2:16][CH:15]([C:17]([O:19][CH3:20])=[O:18])[CH2:14]1, predict the reactants needed to synthesize it. The reactants are: C([Mg]Br)[C:2]1[CH:7]=[CH:6][C:5]([O:8][CH3:9])=[CH:4][CH:3]=1.[O:12]=[C:13]1[CH2:16][CH:15]([C:17]([O:19][CH3:20])=[O:18])[CH2:14]1.[O-]S([O-])(=O)=O.[Na+].[Na+]. (3) Given the product [C:16]([OH:17])(=[O:28])[CH2:15][CH2:14][CH2:13][CH2:12][CH2:11][CH2:10][C:8]([NH:7][C:4]1[CH:3]=[CH:2][CH:1]=[CH:6][CH:5]=1)=[O:9], predict the reactants needed to synthesize it. The reactants are: [CH:1]1[CH:2]=[CH:3][C:4]([NH:7][C:8]([CH2:10][CH2:11][CH2:12][CH2:13][CH2:14][CH2:15][C:16](NO)=[O:17])=[O:9])=[CH:5][CH:6]=1.C(O)(=O)CCCCCCC(O)=[O:28].C1(=O)OC(=O)CCCCCC1.NC1C=CC=CC=1. (4) Given the product [CH2:1]([O:8][C:9]1[C:10]([O:17][CH2:18][CH3:19])=[CH:11][C:12]([CH:13]=[O:14])=[C:15]([N+:20]([O-:22])=[O:21])[CH:16]=1)[C:2]1[CH:3]=[CH:4][CH:5]=[CH:6][CH:7]=1, predict the reactants needed to synthesize it. The reactants are: [CH2:1]([O:8][C:9]1[CH:16]=[CH:15][C:12]([CH:13]=[O:14])=[CH:11][C:10]=1[O:17][CH2:18][CH3:19])[C:2]1[CH:7]=[CH:6][CH:5]=[CH:4][CH:3]=1.[N+:20]([O-])([OH:22])=[O:21].